This data is from Peptide-MHC class I binding affinity with 185,985 pairs from IEDB/IMGT. The task is: Regression. Given a peptide amino acid sequence and an MHC pseudo amino acid sequence, predict their binding affinity value. This is MHC class I binding data. (1) The peptide sequence is KIRLRPGGK. The MHC is HLA-B40:01 with pseudo-sequence HLA-B40:01. The binding affinity (normalized) is 0. (2) The peptide sequence is CYHCQFCF. The MHC is Mamu-B17 with pseudo-sequence Mamu-B17. The binding affinity (normalized) is 0.122. (3) The peptide sequence is HTTTGRTSL. The MHC is HLA-B57:01 with pseudo-sequence HLA-B57:01. The binding affinity (normalized) is 0.0847. (4) The peptide sequence is RLLFEMARFF. The MHC is HLA-B15:01 with pseudo-sequence HLA-B15:01. The binding affinity (normalized) is 0.880. (5) The binding affinity (normalized) is 0.610. The MHC is HLA-A03:01 with pseudo-sequence HLA-A03:01. The peptide sequence is KGMKIQHFK. (6) The binding affinity (normalized) is 0.243. The MHC is HLA-B57:01 with pseudo-sequence HLA-B57:01. The peptide sequence is YTAVVPKVY. (7) The peptide sequence is YTFEPHYFY. The MHC is HLA-A02:19 with pseudo-sequence HLA-A02:19. The binding affinity (normalized) is 0.0847.